From a dataset of Reaction yield outcomes from USPTO patents with 853,638 reactions. Predict the reaction yield, written as a fraction of the theoretical maximum amount of product (1.0 means a 100% yield; for example, 0.34 means a 34% yield). (1) The reactants are Cl.C([O:9][C:10]1[CH:19]=[C:18]2[C:13]([C:14]([NH:20][C:21]3[CH:26]=[C:25]([O:27][C:28]([O:30][CH3:31])=[O:29])[C:24]([CH3:32])=[CH:23][C:22]=3[F:33])=[N:15][CH:16]=[N:17]2)=[CH:12][CH:11]=1)C1C=CC=CC=1.CN(C=O)C.[Cl:39]C(Cl)Cl. The catalyst is [Pd].CO. The product is [ClH:39].[F:33][C:22]1[CH:23]=[C:24]([CH3:32])[C:25]([O:27][C:28]([O:30][CH3:31])=[O:29])=[CH:26][C:21]=1[NH:20][C:14]1[C:13]2[C:18](=[CH:19][C:10]([OH:9])=[CH:11][CH:12]=2)[N:17]=[CH:16][N:15]=1. The yield is 0.840. (2) The reactants are [CH3:1][C:2]1[S:3][CH:4]=[C:5]([CH2:7]P(=O)(OCC)OCC)[N:6]=1.[H-].[Na+].[CH3:18][O:19][CH2:20][O:21][C:22]1[C:26]([CH:27]=O)=[CH:25][N:24]([C:29]2[CH:34]=[CH:33][CH:32]=[CH:31][CH:30]=2)[N:23]=1.O. The catalyst is O1CCCC1. The product is [CH3:1][C:2]1[S:3][CH:4]=[C:5](/[CH:7]=[CH:27]/[C:26]2[C:22]([O:21][CH2:20][O:19][CH3:18])=[N:23][N:24]([C:29]3[CH:34]=[CH:33][CH:32]=[CH:31][CH:30]=3)[CH:25]=2)[N:6]=1. The yield is 0.830.